Predict the product of the given reaction. From a dataset of Forward reaction prediction with 1.9M reactions from USPTO patents (1976-2016). Given the reactants Cl[CH2:2][O:3][CH2:4][CH2:5][Cl:6].[O:7]=[C:8]1[CH:15]2[CH2:16][CH:11]3[CH2:12][CH:13]([CH2:17][CH:9]1[CH:10]3[OH:18])[CH2:14]2.C(N(CC)CC)C, predict the reaction product. The product is: [O:7]=[C:8]1[CH:15]2[CH2:16][CH:11]3[CH2:12][CH:13]([CH2:17][CH:9]1[CH:10]3[O:18][CH2:2][O:3][CH2:4][CH2:5][Cl:6])[CH2:14]2.